From a dataset of Forward reaction prediction with 1.9M reactions from USPTO patents (1976-2016). Predict the product of the given reaction. (1) The product is: [NH2:18][C:15]1[CH:16]=[CH:17][C:12]([NH:11][S:8]([C:5]2[CH:6]=[CH:7][C:2]([CH3:1])=[CH:3][CH:4]=2)(=[O:10])=[O:9])=[N:13][CH:14]=1. Given the reactants [CH3:1][C:2]1[CH:7]=[CH:6][C:5]([S:8]([NH:11][C:12]2[CH:17]=[CH:16][C:15]([N+:18]([O-])=O)=[CH:14][N:13]=2)(=[O:10])=[O:9])=[CH:4][CH:3]=1.C([O-])=O.[NH4+], predict the reaction product. (2) Given the reactants [F:1][C:2]([F:16])([C:6]([F:15])([F:14])[C:7]([F:13])([F:12])[C:8]([F:11])([F:10])[F:9])[C:3](F)=[O:4].[F-:17].[K+].F[H-]F.[K+].[F:23][C:24]([F:31])([F:30])[C:25]([F:29])=[C:26]([F:28])[F:27], predict the reaction product. The product is: [F:23][C:24]([F:31])([F:30])[C:25]([F:29])([C:26]([F:17])([F:28])[F:27])[C:3](=[O:4])[C:2]([F:16])([F:1])[C:6]([F:15])([F:14])[C:7]([F:13])([F:12])[C:8]([F:11])([F:10])[F:9]. (3) Given the reactants [N-:1]=[N+:2]=[N-:3].[Na+].[Br:5][C:6]1[CH:11]=[CH:10][CH:9]=[C:8]([CH2:12]Br)[N:7]=1, predict the reaction product. The product is: [N:1]([CH2:12][C:8]1[CH:9]=[CH:10][CH:11]=[C:6]([Br:5])[N:7]=1)=[N+:2]=[N-:3]. (4) Given the reactants ClC1N=C(C2SC(C(C)C)=NC=2C2C=C(C=CC=2)N)C=CN=1.[Cl:23][C:24]1[N:29]=[C:28]([C:30]2[O:34][C:33]([C:35]([CH3:38])([CH3:37])[CH3:36])=[N:32][C:31]=2[C:39]2[C:40]([F:52])=[C:41]([NH:45]C(=O)OCC=C)[CH:42]=[CH:43][CH:44]=2)[CH:27]=[CH:26][N:25]=1.C([SnH](CCCC)CCCC)CCC, predict the reaction product. The product is: [Cl:23][C:24]1[N:29]=[C:28]([C:30]2[O:34][C:33]([C:35]([CH3:38])([CH3:37])[CH3:36])=[N:32][C:31]=2[C:39]2[C:40]([F:52])=[C:41]([CH:42]=[CH:43][CH:44]=2)[NH2:45])[CH:27]=[CH:26][N:25]=1. (5) Given the reactants C(N(C(C)C)CC)(C)C.[CH2:10]([O:17][C:18](=[O:26])[NH:19][CH:20]1[CH2:25][CH2:24][NH:23][CH2:22][CH2:21]1)[C:11]1[CH:16]=[CH:15][CH:14]=[CH:13][CH:12]=1.[N+:27]([C:30]1[CH:35]=[CH:34][C:33]([S:36](Cl)(=[O:38])=[O:37])=[CH:32][CH:31]=1)([O-:29])=[O:28], predict the reaction product. The product is: [CH2:10]([O:17][C:18](=[O:26])[NH:19][CH:20]1[CH2:25][CH2:24][N:23]([S:36]([C:33]2[CH:32]=[CH:31][C:30]([N+:27]([O-:29])=[O:28])=[CH:35][CH:34]=2)(=[O:37])=[O:38])[CH2:22][CH2:21]1)[C:11]1[CH:16]=[CH:15][CH:14]=[CH:13][CH:12]=1. (6) Given the reactants [NH2:1][CH2:2][CH:3]1[CH2:8][C:7]([F:10])([F:9])[CH2:6][CH2:5][N:4]1[C:11]([O:13][C:14]([CH3:17])([CH3:16])[CH3:15])=[O:12].[Cl:18][C:19]1[CH:20]=[C:21]2[C:27]([C:28]3[N:33]=[C:32](S(C)=O)[C:31]([F:37])=[CH:30][N:29]=3)=[CH:26][N:25]([S:38]([C:41]3[CH:46]=[CH:45][C:44]([CH3:47])=[CH:43][CH:42]=3)(=[O:40])=[O:39])[C:22]2=[N:23][CH:24]=1.CCN(C(C)C)C(C)C, predict the reaction product. The product is: [Cl:18][C:19]1[CH:20]=[C:21]2[C:27]([C:28]3[N:33]=[C:32]([NH:1][CH2:2][CH:3]4[CH2:8][C:7]([F:10])([F:9])[CH2:6][CH2:5][N:4]4[C:11]([O:13][C:14]([CH3:17])([CH3:16])[CH3:15])=[O:12])[C:31]([F:37])=[CH:30][N:29]=3)=[CH:26][N:25]([S:38]([C:41]3[CH:46]=[CH:45][C:44]([CH3:47])=[CH:43][CH:42]=3)(=[O:40])=[O:39])[C:22]2=[N:23][CH:24]=1. (7) Given the reactants [Br:1][C:2]1[CH:3]=[C:4]([CH:9]([C:12]2[C:17]([CH:18]([CH3:20])[CH3:19])=[C:16]([O:21][CH3:22])[N:15]=[C:14]([O:23][CH3:24])[N:13]=2)C#N)[CH:5]=[C:6]([CH3:8])[CH:7]=1.[H-].[Na+].CN(C=[O:31])C, predict the reaction product. The product is: [Br:1][C:2]1[CH:3]=[C:4]([C:9]([C:12]2[C:17]([CH:18]([CH3:20])[CH3:19])=[C:16]([O:21][CH3:22])[N:15]=[C:14]([O:23][CH3:24])[N:13]=2)=[O:31])[CH:5]=[C:6]([CH3:8])[CH:7]=1.